This data is from Full USPTO retrosynthesis dataset with 1.9M reactions from patents (1976-2016). The task is: Predict the reactants needed to synthesize the given product. (1) Given the product [CH2:65]([S:72][C:2]1[CH:11]=[C:10]2[C:5]([C:6]([Cl:12])=[CH:7][CH:8]=[N:9]2)=[C:4]([CH3:13])[CH:3]=1)[C:66]1[CH:71]=[CH:70][CH:69]=[CH:68][CH:67]=1, predict the reactants needed to synthesize it. The reactants are: Br[C:2]1[CH:11]=[C:10]2[C:5]([C:6]([Cl:12])=[CH:7][CH:8]=[N:9]2)=[C:4]([CH3:13])[CH:3]=1.CC1(C)C2C(=C(P(C3C=CC=CC=3)C3C=CC=CC=3)C=CC=2)OC2C(P(C3C=CC=CC=3)C3C=CC=CC=3)=CC=CC1=2.CCN(C(C)C)C(C)C.[CH2:65]([SH:72])[C:66]1[CH:71]=[CH:70][CH:69]=[CH:68][CH:67]=1. (2) Given the product [NH:8]1[CH2:13][CH2:12][CH:11]([CH2:14][N:15]([CH2:16][CH2:17][CH3:18])[CH:19]2[CH2:20][C:21]3[CH:22]=[C:23]([O:29][S:30]([C:33]4[C:34]([CH3:39])=[N:35][O:36][C:37]=4[CH3:38])(=[O:32])=[O:31])[CH:24]=[CH:25][C:26]=3[CH2:27][CH2:28]2)[CH2:10][CH2:9]1, predict the reactants needed to synthesize it. The reactants are: C(OC([N:8]1[CH2:13][CH2:12][CH:11]([CH2:14][N:15]([CH:19]2[CH2:28][CH2:27][C:26]3[C:21](=[CH:22][C:23]([O:29][S:30]([C:33]4[C:34]([CH3:39])=[N:35][O:36][C:37]=4[CH3:38])(=[O:32])=[O:31])=[CH:24][CH:25]=3)[CH2:20]2)[CH2:16][CH2:17][CH3:18])[CH2:10][CH2:9]1)=O)(C)(C)C.FC(F)(F)C(O)=O. (3) Given the product [Cl:39][C:36]1[C:35]([NH:40][S:41]([N:44]([CH3:45])[CH3:46])(=[O:43])=[O:42])=[CH:34][C:33]([NH:32][C:2]2[C:3]([C:16]3[N:24]=[C:23]([CH3:25])[N:22]=[C:21]4[C:17]=3[N:18]=[CH:19][N:20]4[CH:26]3[CH2:31][CH2:30][CH2:29][CH2:28][O:27]3)=[CH:4][C:5]([CH:8]([N:10]3[CH2:15][CH2:14][O:13][CH2:12][CH2:11]3)[CH3:9])=[CH:6][N:7]=2)=[CH:38][N:37]=1, predict the reactants needed to synthesize it. The reactants are: F[C:2]1[N:7]=[CH:6][C:5]([CH:8]([N:10]2[CH2:15][CH2:14][O:13][CH2:12][CH2:11]2)[CH3:9])=[CH:4][C:3]=1[C:16]1[N:24]=[C:23]([CH3:25])[N:22]=[C:21]2[C:17]=1[N:18]=[CH:19][N:20]2[CH:26]1[CH2:31][CH2:30][CH2:29][CH2:28][O:27]1.[NH2:32][C:33]1[CH:34]=[C:35]([NH:40][S:41]([N:44]([CH3:46])[CH3:45])(=[O:43])=[O:42])[C:36]([Cl:39])=[N:37][CH:38]=1.C[Si]([N-][Si](C)(C)C)(C)C.[Na+]. (4) Given the product [Cl:35][C:33]1[CH:34]=[C:29](/[CH:28]=[CH:27]/[C:26]([N:23]2[CH2:22][CH2:21][CH:20]([NH:19][C:17](=[O:18])[CH2:16][CH2:15][CH2:14][C:12]3[N:11]=[N:10][NH:9][CH:13]=3)[CH2:25][CH2:24]2)=[O:37])[CH:30]=[C:31]([Cl:36])[CH:32]=1, predict the reactants needed to synthesize it. The reactants are: C(OC[N:9]1[CH:13]=[C:12]([CH2:14][CH2:15][CH2:16][C:17]([NH:19][CH:20]2[CH2:25][CH2:24][N:23]([C:26](=[O:37])/[CH:27]=[CH:28]/[C:29]3[CH:34]=[C:33]([Cl:35])[CH:32]=[C:31]([Cl:36])[CH:30]=3)[CH2:22][CH2:21]2)=[O:18])[N:11]=[N:10]1)(=O)C(C)(C)C.[OH-].[Na+].Cl. (5) Given the product [CH:1]1([N:4]([CH3:5])[CH2:6][C:7]2[CH:12]=[CH:11][C:10]([CH3:13])=[C:9]([C:32]#[C:31][Si:28]([CH3:30])([CH3:29])[CH3:27])[CH:8]=2)[CH2:3][CH2:2]1, predict the reactants needed to synthesize it. The reactants are: [CH:1]1([N:4]([CH2:6][C:7]2[CH:12]=[CH:11][C:10]([CH3:13])=[C:9](Br)[CH:8]=2)[CH3:5])[CH2:3][CH2:2]1.C(N(CC)CC)C.O1CCCC1.[CH3:27][Si:28]([C:31]#[CH:32])([CH3:30])[CH3:29]. (6) Given the product [CH3:8][C:6]1[CH:7]=[C:2]([O:1][CH2:45][C:46]2([CH3:50])[CH2:49][O:48][CH2:47]2)[CH:3]=[C:4]([CH3:33])[C:5]=1[C:9]1[CH:14]=[CH:13][CH:12]=[C:11]([CH2:15][O:16][C:17]2[CH:22]=[CH:21][C:20]([C:23]3([CH2:27][C:28]([O:30][CH2:31][CH3:32])=[O:29])[CH2:24][O:25][CH2:26]3)=[CH:19][CH:18]=2)[CH:10]=1, predict the reactants needed to synthesize it. The reactants are: [OH:1][C:2]1[CH:7]=[C:6]([CH3:8])[C:5]([C:9]2[CH:14]=[CH:13][CH:12]=[C:11]([CH2:15][O:16][C:17]3[CH:22]=[CH:21][C:20]([C:23]4([CH2:27][C:28]([O:30][CH2:31][CH3:32])=[O:29])[CH2:26][O:25][CH2:24]4)=[CH:19][CH:18]=3)[CH:10]=2)=[C:4]([CH3:33])[CH:3]=1.CC1C=CC(S(O[CH2:45][C:46]2([CH3:50])[CH2:49][O:48][CH2:47]2)(=O)=O)=CC=1.C(=O)([O-])[O-].[Cs+].[Cs+].